From a dataset of Full USPTO retrosynthesis dataset with 1.9M reactions from patents (1976-2016). Predict the reactants needed to synthesize the given product. Given the product [Cl:21][C:22]1[CH:27]=[CH:26][CH:25]=[CH:24][C:23]=1[C:28]([C:30]1[CH:35]=[CH:34][C:33]([O:36][CH2:16][CH2:15][CH2:14][O:13][C:10]2[CH:9]=[CH:8][C:7]([CH2:6][C@H:5]([O:18][CH3:19])[C:4]([OH:3])=[O:20])=[CH:12][CH:11]=2)=[CH:32][CH:31]=1)=[O:29], predict the reactants needed to synthesize it. The reactants are: C([O:3][C:4](=[O:20])[C@@H:5]([O:18][CH3:19])[CH2:6][C:7]1[CH:12]=[CH:11][C:10]([O:13][CH2:14][CH2:15][CH2:16]Br)=[CH:9][CH:8]=1)C.[Cl:21][C:22]1[CH:27]=[CH:26][CH:25]=[CH:24][C:23]=1[C:28]([C:30]1[CH:35]=[CH:34][C:33]([OH:36])=[CH:32][CH:31]=1)=[O:29].[OH-].[Na+].